The task is: Predict the product of the given reaction.. This data is from Forward reaction prediction with 1.9M reactions from USPTO patents (1976-2016). (1) Given the reactants [C:1](OCC)(=O)C.Br.[NH2:8][C:9]1[CH:14]=[CH:13][CH:12]=[C:11]([CH:15]([CH3:17])[CH3:16])[C:10]=1[OH:18].C(=O)([O-])O.[Na+].[Br:24][CH:25]([CH:29]([CH3:31])[CH3:30])[C:26](Cl)=[O:27], predict the reaction product. The product is: [Br:24][CH:25]([CH:29]([CH2:31][CH3:1])[CH3:30])[C:26]([NH:8][C:9]1[CH:14]=[CH:13][CH:12]=[C:11]([CH:15]([CH3:16])[CH3:17])[C:10]=1[OH:18])=[O:27]. (2) Given the reactants [CH:1]1([C:7]2[C:15]3[C:10](=[CH:11][C:12]([C:16]([O:18][CH3:19])=[O:17])=[CH:13][CH:14]=3)[NH:9][C:8]=2[C:20]2[CH:25]=[CH:24][C:23]([O:26]S(C3C=CC(C)=CC=3)(=O)=O)=[CH:22][C:21]=2[O:37][CH2:38][O:39][CH3:40])[CH2:6][CH2:5][CH2:4][CH2:3][CH2:2]1.C[O-].[Na+].Cl, predict the reaction product. The product is: [CH:1]1([C:7]2[C:15]3[C:10](=[CH:11][C:12]([C:16]([O:18][CH3:19])=[O:17])=[CH:13][CH:14]=3)[NH:9][C:8]=2[C:20]2[CH:25]=[CH:24][C:23]([OH:26])=[CH:22][C:21]=2[O:37][CH2:38][O:39][CH3:40])[CH2:6][CH2:5][CH2:4][CH2:3][CH2:2]1. (3) Given the reactants [Cl:1][C:2]1[CH:7]=[CH:6][C:5]([N:8]2[CH2:14][CH2:13][CH2:12][NH:11][CH2:10][CH2:9]2)=[CH:4][CH:3]=1.[C:15]([O:19][C:20]([N:22]1[CH2:27][CH:26]2[CH:24]([O:25]2)[CH2:23]1)=[O:21])([CH3:18])([CH3:17])[CH3:16].FC(F)(F)S([O-])(=O)=O.[Ca+2].FC(F)(F)S([O-])(=O)=O, predict the reaction product. The product is: [C:15]([O:19][C:20]([N:22]1[CH2:23][C@@H:24]([OH:25])[C@H:26]([N:11]2[CH2:12][CH2:13][CH2:14][N:8]([C:5]3[CH:4]=[CH:3][C:2]([Cl:1])=[CH:7][CH:6]=3)[CH2:9][CH2:10]2)[CH2:27]1)=[O:21])([CH3:18])([CH3:16])[CH3:17]. (4) Given the reactants [OH:1][C:2]1[CH:11]=[C:10]2[C:5]([C:6](=[O:20])[C:7]([C:12]3[CH:17]=[CH:16][C:15]([O:18][CH3:19])=[CH:14][CH:13]=3)=[CH:8][O:9]2)=[CH:4][CH:3]=1.Br[CH:22]([CH3:24])[CH3:23], predict the reaction product. The product is: [CH3:19][O:18][C:15]1[CH:16]=[CH:17][C:12]([C:7]2[C:6](=[O:20])[C:5]3[C:10](=[CH:11][C:2]([O:1][CH:22]([CH3:24])[CH3:23])=[CH:3][CH:4]=3)[O:9][CH:8]=2)=[CH:13][CH:14]=1. (5) Given the reactants O[C:2]1[C:14]2[C:13]3[C:8](=[CH:9][CH:10]=[CH:11][CH:12]=3)[NH:7][C:6]=2[CH:5]=[CH:4][CH:3]=1.[C:15](=[O:18])([O-])[O-].[K+].[K+].[I-].[K+].S(S([O-])(=O)=O)([O-])(=O)=O.[Na+].[Na+].C([CH:35]1[O:37][CH2:36]1)Cl, predict the reaction product. The product is: [O:18]1[CH2:15][CH:35]1[CH2:36][O:37][C:5]1[C:6]2[NH:7][C:8]3[C:13](=[CH:12][CH:11]=[CH:10][CH:9]=3)[C:14]=2[CH:2]=[CH:3][CH:4]=1. (6) Given the reactants [CH2:1]([O:3][CH2:4][O:5][C:6]1[CH:7]=[CH:8][C:9]2[O:13][CH:12]=[CH:11][C:10]=2[CH:14]=1)[CH3:2].C([Li])CCC.C([O:23][B:24](OC(C)C)[O:25]C(C)C)(C)C, predict the reaction product. The product is: [CH2:1]([O:3][CH2:4][O:5][C:6]1[CH:7]=[CH:8][C:9]2[O:13][C:12]([B:24]([OH:25])[OH:23])=[CH:11][C:10]=2[CH:14]=1)[CH3:2]. (7) Given the reactants [CH3:1][N:2]1[CH2:30][CH2:29][C:5]2[N:6]([CH2:14][CH:15]([C:23]3[CH:28]=[CH:27][N:26]=[CH:25][CH:24]=3)[CH2:16][CH2:17]OS(C)(=O)=O)[C:7]3[CH:8]=[CH:9][C:10]([CH3:13])=[CH:11][C:12]=3[C:4]=2[CH2:3]1.[CH3:31][NH:32][CH3:33], predict the reaction product. The product is: [CH3:1][N:2]1[CH2:30][CH2:29][C:5]2[N:6]([CH2:14][CH:15]([C:23]3[CH:28]=[CH:27][N:26]=[CH:25][CH:24]=3)[CH2:16][CH2:17][N:32]([CH3:33])[CH3:31])[C:7]3[CH:8]=[CH:9][C:10]([CH3:13])=[CH:11][C:12]=3[C:4]=2[CH2:3]1. (8) Given the reactants [CH3:1][C@@:2]12[C@@H:10]([C:11]([CH2:13][OH:14])=[O:12])[CH2:9][CH2:8][C@H:7]1[C@@H:6]1[CH2:15][CH2:16][C:17]3[C@@:23]([CH3:24])([C@H:5]1[CH2:4][CH2:3]2)[CH2:22][CH2:21][C:19](=[O:20])[CH:18]=3.[Br:25][CH2:26][CH2:27][CH2:28][CH2:29][CH2:30]Br.[OH-].[K+].[OH-].C([N+](CCCC)(CCCC)CCCC)CCC, predict the reaction product. The product is: [Br:25][CH2:26][CH2:27][CH2:28][CH2:29][CH2:30][O:14][CH2:13][C:11]([CH:10]1[C:2]2([CH3:1])[CH:7]([CH:6]3[CH:5]([CH2:4][CH2:3]2)[C:23]2([CH3:24])[C:17](=[CH:18][C:19](=[O:20])[CH2:21][CH2:22]2)[CH2:16][CH2:15]3)[CH2:8][CH2:9]1)=[O:12]. (9) Given the reactants [O:1]=[C:2]1[CH:10]([CH:11]2[CH2:15][CH2:14][N:13](C(OC(C)(C)C)=O)[CH2:12]2)[C:9]2[C:4](=[CH:5][CH:6]=[C:7]([NH:23][C:24]([C:26]3[S:27][CH:28]=[CH:29][CH:30]=3)=[NH:25])[CH:8]=2)[NH:3]1.Cl, predict the reaction product. The product is: [O:1]=[C:2]1[CH:10]([CH:11]2[CH2:15][CH2:14][NH:13][CH2:12]2)[C:9]2[C:4](=[CH:5][CH:6]=[C:7]([NH:23][C:24]([C:26]3[S:27][CH:28]=[CH:29][CH:30]=3)=[NH:25])[CH:8]=2)[NH:3]1.